This data is from Full USPTO retrosynthesis dataset with 1.9M reactions from patents (1976-2016). The task is: Predict the reactants needed to synthesize the given product. (1) Given the product [N:10]1[CH:9]=[CH:8][N:6]2[C:5]=1[CH:4]=[CH:3][C:2]([C:14]1[CH:22]=[CH:21][C:17]([C:18]([OH:20])=[O:19])=[CH:16][CH:15]=1)=[N:7]2, predict the reactants needed to synthesize it. The reactants are: Cl[C:2]1[CH:3]=[CH:4][C:5]2[N:6]([CH:8]=[CH:9][N:10]=2)[N:7]=1.B([C:14]1[CH:22]=[CH:21][C:17]([C:18]([OH:20])=[O:19])=[CH:16][CH:15]=1)(O)O.C([O-])([O-])=O.[K+].[K+]. (2) Given the product [Cl:1][C:2]1[C:7]([O:8][CH3:9])=[CH:6][C:5]([O:10][CH3:11])=[C:4]([Cl:12])[C:3]=1[C:13]1[N:18]=[CH:17][C:16]2[C:19]([C:31]3[CH:32]=[CH:33][C:28]([O:27][CH2:26][CH2:25][N:24]([CH3:43])[CH3:23])=[CH:29][CH:30]=3)=[N:20][NH:21][C:15]=2[CH:14]=1, predict the reactants needed to synthesize it. The reactants are: [Cl:1][C:2]1[C:7]([O:8][CH3:9])=[CH:6][C:5]([O:10][CH3:11])=[C:4]([Cl:12])[C:3]=1[C:13]1[N:18]=[CH:17][C:16]2[C:19](I)=[N:20][NH:21][C:15]=2[CH:14]=1.[CH3:23][N:24]([CH3:43])[CH2:25][CH2:26][O:27][C:28]1[CH:33]=[CH:32][C:31](B2OC(C)(C)C(C)(C)O2)=[CH:30][CH:29]=1.